Dataset: Reaction yield outcomes from USPTO patents with 853,638 reactions. Task: Predict the reaction yield, written as a fraction of the theoretical maximum amount of product (1.0 means a 100% yield; for example, 0.34 means a 34% yield). (1) The reactants are [O:1]1[CH:5]=[CH:4][CH:3]=[C:2]1[C:6]([C:8](=[C:11]([S:14][CH3:15])SC)[C:9]#[N:10])=O.N[N:17]=[CH:18][NH:19][C:20](=[O:27])[C:21]1[CH:26]=[CH:25][CH:24]=[CH:23][CH:22]=1.C([N:30](CC)CC)C. The catalyst is CN(C=O)C. The product is [C:9]([C:8]1[C:6]([C:2]2[O:1][CH:5]=[CH:4][CH:3]=2)=[N:17][C:18]([NH:19][C:20](=[O:27])[C:21]2[CH:26]=[CH:25][CH:24]=[CH:23][CH:22]=2)=[N:30][C:11]=1[S:14][CH3:15])#[N:10]. The yield is 0.570. (2) The product is [Cl:31][C:16]1[CH:17]=[C:18]([C:21]2[CH:26]=[CH:25][CH:24]=[CH:23][C:22]=2[S:27]([CH3:30])(=[O:28])=[O:29])[CH:19]=[CH:20][C:15]=1[NH:14][C:13]([CH:9]1[CH2:10][CH2:11][CH2:12][NH:8]1)=[O:32]. The yield is 1.00. The reactants are C(OC([N:8]1[CH2:12][CH2:11][CH2:10][CH:9]1[C:13](=[O:32])[NH:14][C:15]1[CH:20]=[CH:19][C:18]([C:21]2[CH:26]=[CH:25][CH:24]=[CH:23][C:22]=2[S:27]([CH3:30])(=[O:29])=[O:28])=[CH:17][C:16]=1[Cl:31])=O)(C)(C)C.FC(F)(F)C(O)=O. The catalyst is C(Cl)Cl.C(Cl)(Cl)Cl. (3) The reactants are [CH3:1][C:2]([CH3:36])([CH3:35])[C:3](=[O:34])[CH2:4][O:5][C:6]1[CH:11]=[CH:10][C:9]([C:12]([C:17]2[S:21][C:20]3[CH:22]=[C:23]([C:26]([NH:28][CH2:29][C:30]([OH:32])=[O:31])=[O:27])[CH:24]=[CH:25][C:19]=3[CH:18]=2)([CH2:15][CH3:16])[CH2:13][CH3:14])=[CH:8][C:7]=1[CH3:33].[BH4-].[Na+]. No catalyst specified. The product is [CH2:13]([C:12]([C:17]1[S:21][C:20]2[CH:22]=[C:23]([C:26]([NH:28][CH2:29][C:30]([OH:32])=[O:31])=[O:27])[CH:24]=[CH:25][C:19]=2[CH:18]=1)([C:9]1[CH:10]=[CH:11][C:6]([O:5][CH2:4][CH:3]([OH:34])[C:2]([CH3:35])([CH3:36])[CH3:1])=[C:7]([CH3:33])[CH:8]=1)[CH2:15][CH3:16])[CH3:14]. The yield is 0.990. (4) The catalyst is C1(C)C=CC=CC=1. The product is [CH2:51]([O:52][C:28]([NH:40][CH:14]1[CH2:13][C:9]2([CH2:10][O:11][CH2:12]2)[N:8]([C:6]([O:5][C:1]([CH3:2])([CH3:3])[CH3:4])=[O:7])[CH2:15]1)=[O:27])[C:45]1[CH:50]=[CH:49][CH:48]=[CH:47][CH:46]=1. The reactants are [C:1]([O:5][C:6]([N:8]1[CH2:15][CH:14](C(O)=O)[CH2:13][C:9]21[CH2:12][O:11][CH2:10]2)=[O:7])([CH3:4])([CH3:3])[CH3:2].P(N=[N+]=[N-])(=O)([O:27][C:28]1C=CC=CC=1)OC1C=CC=CC=1.CC[N:40](CC)CC.[C:45]1([CH2:51][OH:52])[CH:50]=[CH:49][CH:48]=[CH:47][CH:46]=1. The yield is 0.926. (5) The yield is 0.190. The product is [NH:1]1[C:5]2[CH:6]=[CH:7][C:8]([C:10]([N:27]3[C@@H:28]4[C@H:23]([C:22]5[CH:31]=[CH:32][C:19]([C:13]6[CH:18]=[CH:17][CH:16]=[CH:15][CH:14]=6)=[CH:20][C:21]=5[CH2:30][CH2:29]4)[CH2:24][CH2:25][CH2:26]3)=[O:12])=[CH:9][C:4]=2[N:3]=[CH:2]1. The catalyst is C(Cl)Cl.CO. The reactants are [NH:1]1[C:5]2[CH:6]=[CH:7][C:8]([C:10]([OH:12])=O)=[CH:9][C:4]=2[N:3]=[CH:2]1.[C:13]1([C:19]2[CH:32]=[CH:31][C:22]3[C@H:23]4[C@H:28]([CH2:29][CH2:30][C:21]=3[CH:20]=2)[NH:27][CH2:26][CH2:25][CH2:24]4)[CH:18]=[CH:17][CH:16]=[CH:15][CH:14]=1. (6) The reactants are [NH:1]1[C:10]2[C:5](=[CH:6][CH:7]=[CH:8][CH:9]=2)[CH2:4][CH2:3][CH2:2]1.[N+:11]([O-])([O-:13])=[O:12].[K+].C([O-])(O)=O.[Na+]. The catalyst is OS(O)(=O)=O. The product is [N+:11]([C:8]1[CH:9]=[C:10]2[C:5]([CH2:4][CH2:3][CH2:2][NH:1]2)=[CH:6][CH:7]=1)([O-:13])=[O:12]. The yield is 0.250.